Task: Predict the product of the given reaction.. Dataset: Forward reaction prediction with 1.9M reactions from USPTO patents (1976-2016) (1) Given the reactants C([Li])CCC.Br[C:7]1[CH:12]=[CH:11][C:10]([C:13]2[CH:18]=[CH:17][C:16]([C:19]([F:22])([F:21])[F:20])=[CH:15][CH:14]=2)=[CH:9][CH:8]=1.[F:23][C:24]([F:30])([F:29])[CH2:25][CH2:26][CH:27]=[O:28].[NH4+].[Cl-], predict the reaction product. The product is: [F:23][C:24]([F:30])([F:29])[CH2:25][CH2:26][CH:27]([C:7]1[CH:12]=[CH:11][C:10]([C:13]2[CH:18]=[CH:17][C:16]([C:19]([F:22])([F:21])[F:20])=[CH:15][CH:14]=2)=[CH:9][CH:8]=1)[OH:28]. (2) Given the reactants [CH2:1]([C@@H:4]1[C:9](=[O:10])[NH:8][C:7]2[CH:11]=[CH:12][CH:13]=[N:14][C:6]=2[NH:5]1)[C:2]#[CH:3].[C:15]1([CH3:25])[CH:20]=[CH:19][C:18]([S:21](Cl)(=[O:23])=[O:22])=[CH:17][CH:16]=1.CCOC(C)=O, predict the reaction product. The product is: [CH2:1]([C@@H:4]1[C:9](=[O:10])[NH:8][C:7]2[CH:11]=[CH:12][CH:13]=[N:14][C:6]=2[N:5]1[S:21]([C:18]1[CH:19]=[CH:20][C:15]([CH3:25])=[CH:16][CH:17]=1)(=[O:23])=[O:22])[C:2]#[CH:3]. (3) The product is: [CH3:56][O:74][C:42]([C:16]1[CH:17]=[CH:18][C:4]2[C@:3]3([CH2:1][CH3:2])[CH2:13][CH2:12][C:11](=[O:14])[CH2:10][C@@H:9]3[CH2:8][CH2:7][CH2:6][C:5]=2[CH:15]=1)=[O:45].[CH3:56][O:74][C:16]([C:42]1[CH:43]=[CH:44][C:30]2[C@@:29]3([CH2:27][CH3:28])[CH2:39][CH2:38][C:37](=[O:40])[CH2:36][C@H:35]3[CH2:34][CH2:33][CH2:32][C:31]=2[CH:41]=1)=[O:19]. Given the reactants [CH2:1]([C@@:3]12[CH2:13][CH2:12][C:11](=[O:14])[CH2:10][C@@H:9]1[CH2:8][CH2:7][CH2:6][C:5]1[CH:15]=[C:16]([O:19]S(C(F)(F)F)(=O)=O)[CH:17]=[CH:18][C:4]2=1)[CH3:2].[CH2:27]([C@:29]12[CH2:39][CH2:38][C:37](=[O:40])[CH2:36][C@H:35]1[CH2:34][CH2:33][CH2:32][C:31]1[CH:41]=[C:42]([O:45]S(C(F)(F)F)(=O)=O)[CH:43]=[CH:44][C:30]2=1)[CH3:28].CC1(C)C2C(=C(P(C3C=CC=CC=3)C3C=CC=CC=3)C=CC=2)[O:74][C:56]2C(P(C3C=CC=CC=3)C3C=CC=CC=3)=CC=CC1=2.CO, predict the reaction product. (4) Given the reactants [OH-].[Na+].[CH3:3][N:4]1[C:12]2[C:7](=[CH:8][C:9]([C:13]([O:15]C)=[O:14])=[CH:10][CH:11]=2)[CH:6]=[N:5]1, predict the reaction product. The product is: [CH3:3][N:4]1[C:12]2[C:7](=[CH:8][C:9]([C:13]([OH:15])=[O:14])=[CH:10][CH:11]=2)[CH:6]=[N:5]1. (5) Given the reactants [Cl:1][C:2]1[CH:20]=[CH:19][C:18]([N+:21]([O-])=O)=[CH:17][C:3]=1[C:4]([NH:6][C:7]1[CH:12]=[C:11]([Cl:13])[CH:10]=[CH:9][C:8]=1[N+:14]([O-])=O)=O, predict the reaction product. The product is: [Cl:1][C:2]1[CH:20]=[CH:19][C:18]([NH2:21])=[CH:17][C:3]=1[C:4]1[NH:14][C:8]2[CH:9]=[CH:10][C:11]([Cl:13])=[CH:12][C:7]=2[N:6]=1. (6) Given the reactants O=[C:2]1[O:7][CH:6]([C:8]2[CH:13]=[CH:12][CH:11]=[CH:10][CH:9]=2)[C:5]2[CH:14]=[C:15]([NH:18][S:19]([C:22]3[S:23][CH:24]=[CH:25][CH:26]=3)(=[O:21])=[O:20])[CH:16]=[CH:17][C:4]=2[NH:3]1.COC1C=CC(P2(SP(C3C=CC(OC)=CC=3)(=S)S2)=[S:36])=CC=1.C1(C)C=CC=CC=1, predict the reaction product. The product is: [C:8]1([CH:6]2[C:5]3[CH:14]=[C:15]([NH:18][S:19]([C:22]4[S:23][CH:24]=[CH:25][CH:26]=4)(=[O:20])=[O:21])[CH:16]=[CH:17][C:4]=3[NH:3][C:2](=[S:36])[O:7]2)[CH:13]=[CH:12][CH:11]=[CH:10][CH:9]=1. (7) Given the reactants [N:1]1([C:7]([O:9][CH2:10][C:11]2[CH:16]=[CH:15][CH:14]=[CH:13][CH:12]=2)=[O:8])[CH2:6][CH2:5][NH:4][CH2:3][CH2:2]1.I[CH2:18][CH:19]([CH3:21])[CH3:20], predict the reaction product. The product is: [CH2:18]([N:4]1[CH2:5][CH2:6][N:1]([C:7]([O:9][CH2:10][C:11]2[CH:16]=[CH:15][CH:14]=[CH:13][CH:12]=2)=[O:8])[CH2:2][CH2:3]1)[CH:19]([CH3:21])[CH3:20].